Dataset: Reaction yield outcomes from USPTO patents with 853,638 reactions. Task: Predict the reaction yield, written as a fraction of the theoretical maximum amount of product (1.0 means a 100% yield; for example, 0.34 means a 34% yield). (1) The reactants are [C:1]([O:5][CH2:6][CH2:7][CH2:8][NH:9][C:10]([C:12]1[C:16]([NH:17][C:18]([C:20]2[CH:25]=[CH:24][CH:23]=[CH:22][N:21]=2)=[O:19])=[CH:15][N:14](C2CCCCO2)[N:13]=1)=[O:11])([CH3:4])([CH3:3])[CH3:2].O.C1(C)C=CC(S(O)(=O)=O)=CC=1.C(=O)([O-])O.[Na+]. The catalyst is C(O)C. The product is [C:1]([O:5][CH2:6][CH2:7][CH2:8][NH:9][C:10]([C:12]1[C:16]([NH:17][C:18]([C:20]2[CH:25]=[CH:24][CH:23]=[CH:22][N:21]=2)=[O:19])=[CH:15][NH:14][N:13]=1)=[O:11])([CH3:4])([CH3:2])[CH3:3]. The yield is 0.740. (2) The reactants are [CH3:1][N:2]([CH3:23])[C:3]1[C:12]2[C:7](=[CH:8][CH:9]=[CH:10][CH:11]=2)[N:6]=[C:5]([NH:13][C@@H:14]2[CH2:19][CH2:18][C@H:17]([C:20](O)=[O:21])[CH2:16][CH2:15]2)[N:4]=1.C(Cl)(=O)C([Cl:27])=O. The catalyst is C(Cl)Cl. The product is [CH3:1][N:2]([CH3:23])[C:3]1[C:12]2[C:7](=[CH:8][CH:9]=[CH:10][CH:11]=2)[N:6]=[C:5]([NH:13][C@@H:14]2[CH2:19][CH2:18][C@H:17]([C:20]([Cl:27])=[O:21])[CH2:16][CH2:15]2)[N:4]=1. The yield is 0.970. (3) The reactants are [NH2:1][C:2]1[CH:7]=[C:6]([Br:8])[CH:5]=[CH:4][C:3]=1[C:9](=[C:11]([C:14]#[N:15])[C:12]#[N:13])[OH:10]. The catalyst is CN(C)C=O.O. The product is [NH2:13][C:12]1[C:11]([C:14]#[N:15])=[C:9]([OH:10])[C:3]2[C:2](=[CH:7][C:6]([Br:8])=[CH:5][CH:4]=2)[N:1]=1. The yield is 0.790. (4) The reactants are CC1(C)[O:6][C@@H:5]([C:7]2[N:8]=[CH:9][C:10]([NH:13][C:14](=[O:34])[C@@H:15]([N:20]3[CH2:28][C:27]4[C:22](=[CH:23][CH:24]=[CH:25][C:26]=4[C:29]([F:32])([F:31])[F:30])[C:21]3=[O:33])[CH2:16][CH2:17][S:18][CH3:19])=[N:11][CH:12]=2)[CH2:4][O:3]1.Cl. The catalyst is O1CCCC1. The product is [OH:6][C@@H:5]([C:7]1[N:8]=[CH:9][C:10]([NH:13][C:14](=[O:34])[C@@H:15]([N:20]2[CH2:28][C:27]3[C:22](=[CH:23][CH:24]=[CH:25][C:26]=3[C:29]([F:32])([F:30])[F:31])[C:21]2=[O:33])[CH2:16][CH2:17][S:18][CH3:19])=[N:11][CH:12]=1)[CH2:4][OH:3]. The yield is 0.850. (5) The reactants are Br[C:2]1[C:3]([Cl:9])=[N:4][C:5]([CH3:8])=[CH:6][CH:7]=1.[O:10]1[CH2:13][C:12](=[O:14])[CH2:11]1. No catalyst specified. The product is [Cl:9][C:3]1[C:2]([C:12]2([OH:14])[CH2:13][O:10][CH2:11]2)=[CH:7][CH:6]=[C:5]([CH3:8])[N:4]=1. The yield is 0.710. (6) The reactants are C([O:5][C:6](=[O:68])[CH2:7][CH2:8][CH2:9][CH2:10][CH2:11][CH2:12][CH2:13][CH2:14][CH2:15][CH2:16][CH2:17][CH2:18][CH2:19][CH2:20][CH2:21][CH2:22][CH2:23][CH2:24][C:25](=[O:67])[NH:26][C@H:27]([C:60]([O:62]C(C)(C)C)=[O:61])[CH2:28][CH2:29][C:30](=[O:59])[NH:31][CH2:32][CH2:33][O:34][CH2:35][CH2:36][O:37][CH2:38][C:39](=[O:58])[NH:40][CH2:41][CH2:42][O:43][CH2:44][CH2:45][O:46][CH2:47][C:48]([O:50][N:51]1[C:55](=[O:56])[CH2:54][CH2:53][C:52]1=[O:57])=[O:49])(C)(C)C. The catalyst is C(O)(C(F)(F)F)=O. The product is [C:60]([C@@H:27]([NH:26][C:25]([CH2:24][CH2:23][CH2:22][CH2:21][CH2:20][CH2:19][CH2:18][CH2:17][CH2:16][CH2:15][CH2:14][CH2:13][CH2:12][CH2:11][CH2:10][CH2:9][CH2:8][CH2:7][C:6]([OH:68])=[O:5])=[O:67])[CH2:28][CH2:29][C:30](=[O:59])[NH:31][CH2:32][CH2:33][O:34][CH2:35][CH2:36][O:37][CH2:38][C:39](=[O:58])[NH:40][CH2:41][CH2:42][O:43][CH2:44][CH2:45][O:46][CH2:47][C:48]([O:50][N:51]1[C:55](=[O:56])[CH2:54][CH2:53][C:52]1=[O:57])=[O:49])([OH:62])=[O:61]. The yield is 0.800. (7) The reactants are [CH3:1][NH:2][C:3]1[C:12]([CH2:13]O)=[CH:11][C:10]2[CH:9]=[C:8]3[O:15][CH2:16][O:17][C:7]3=[CH:6][C:5]=2[N:4]=1.O=S(Cl)[Cl:20]. The catalyst is C(Cl)Cl. The product is [ClH:20].[Cl:20][CH2:13][C:12]1[C:3]([NH:2][CH3:1])=[N:4][C:5]2[CH:6]=[C:7]3[O:17][CH2:16][O:15][C:8]3=[CH:9][C:10]=2[CH:11]=1. The yield is 1.00. (8) The reactants are Cl[C:2]1[N:10]=[C:9]([CH3:11])[N:8]=[C:7]2[C:3]=1[N:4]=[CH:5][N:6]2[CH:12]1[CH2:17][CH2:16][CH2:15][CH2:14][O:13]1.[Cl:18][C:19]1[CH:24]=[CH:23][N:22]=[CH:21][C:20]=1B1OC(C)(C)C(C)(C)O1.C(=O)([O-])[O-].[Cs+].[Cs+]. The catalyst is O1CCOCC1.O.[Pd+2].ClC1C=C[C-](P(C2C=CC=CC=2)C2C=CC=CC=2)C=1Cl.[C-]1(P(C2C=CC=CC=2)C2C=CC=CC=2)C=CC=C1.[Fe+2]. The product is [Cl:18][C:19]1[CH:24]=[CH:23][N:22]=[CH:21][C:20]=1[C:2]1[N:10]=[C:9]([CH3:11])[N:8]=[C:7]2[C:3]=1[N:4]=[CH:5][N:6]2[CH:12]1[CH2:17][CH2:16][CH2:15][CH2:14][O:13]1. The yield is 0.150. (9) The reactants are F[C:2](F)(F)[CH:3]([C:5]1[S:6][C:7]([C:10]2[CH:15]=[C:14]([NH:16][C:17]3[N:22]=[C:21]([C:23]([F:26])([F:25])[F:24])[CH:20]=[CH:19][N:18]=3)[CH:13]=[C:12]([CH3:27])[CH:11]=2)=[CH:8][N:9]=1)[OH:4].C(O)(=O)C(C)(C)C.C(=O)([O-])[O-].[K+].[K+].OC(C(F)(F)F)=O.[OH:50][CH2:51][C@@H:52]1[CH2:57][CH2:56][C@](C2SC=CN=2)(O)[CH2:54][C:53]1(C)[CH3:64]. The catalyst is C1C=CC([P]([Pd]([P](C2C=CC=CC=2)(C2C=CC=CC=2)C2C=CC=CC=2)([P](C2C=CC=CC=2)(C2C=CC=CC=2)C2C=CC=CC=2)[P](C2C=CC=CC=2)(C2C=CC=CC=2)C2C=CC=CC=2)(C2C=CC=CC=2)C2C=CC=CC=2)=CC=1. The product is [OH:50][CH2:51][C@@H:52]1[CH2:57][CH2:56][C@:3]([C:5]2[S:6][C:7]([C:10]3[CH:15]=[C:14]([NH:16][C:17]4[N:22]=[C:21]([C:23]([F:26])([F:25])[F:24])[CH:20]=[CH:19][N:18]=4)[CH:13]=[C:12]([CH3:27])[CH:11]=3)=[CH:8][N:9]=2)([OH:4])[CH2:2][C:53]1([CH3:64])[CH3:54]. The yield is 0.205. (10) The catalyst is CS(C)=O. The yield is 0.700. The reactants are Cl[CH2:2][C:3]1[CH:4]=[C:5]([F:12])[C:6]2[O:10][CH2:9][O:8][C:7]=2[CH:11]=1.[C-:13]#[N:14].[Na+].O. The product is [F:12][C:5]1[C:6]2[O:10][CH2:9][O:8][C:7]=2[CH:11]=[C:3]([CH2:2][C:13]#[N:14])[CH:4]=1.